Dataset: Forward reaction prediction with 1.9M reactions from USPTO patents (1976-2016). Task: Predict the product of the given reaction. (1) The product is: [CH2:1]([NH:14][CH2:13][CH:12]([O:15][CH2:16][CH3:17])[O:11][CH2:9][CH3:10])[C:2]1[CH:7]=[CH:6][CH:5]=[CH:4][CH:3]=1. Given the reactants [CH:1](=O)[C:2]1[CH:7]=[CH:6][CH:5]=[CH:4][CH:3]=1.[CH2:9]([O:11][CH:12]([O:15][CH2:16][CH3:17])[CH2:13][NH2:14])[CH3:10].C(O[BH-](OC(=O)C)OC(=O)C)(=O)C, predict the reaction product. (2) Given the reactants [C:1]([C:4]1[C:12]2[C:7](=[CH:8][CH:9]=[CH:10][CH:11]=2)[N:6]([CH2:13][C:14]([OH:16])=[O:15])[N:5]=1)(=[O:3])[CH3:2].C(O)(C(F)(F)F)=[O:18].FC(F)(F)C(OC1C(OC(=O)C(F)(F)F)=C(I)C=CC=1)=O, predict the reaction product. The product is: [OH:18][CH2:2][C:1]([C:4]1[C:12]2[C:7](=[CH:8][CH:9]=[CH:10][CH:11]=2)[N:6]([CH2:13][C:14]([OH:16])=[O:15])[N:5]=1)=[O:3]. (3) Given the reactants [F:1][C:2]1[CH:10]=[C:9]2[C:5]([C:6]([C:20]3[CH:21]=[N:22][N:23]([CH:25]4[CH2:30][CH2:29][C:28](=[O:31])[CH2:27][CH2:26]4)[CH:24]=3)=[CH:7][N:8]2[S:11]([C:14]2[CH:19]=[CH:18][CH:17]=[CH:16][CH:15]=2)(=[O:13])=[O:12])=[CH:4][CH:3]=1.[BH4-].[Na+], predict the reaction product. The product is: [F:1][C:2]1[CH:10]=[C:9]2[C:5]([C:6]([C:20]3[CH:21]=[N:22][N:23]([C@H:25]4[CH2:26][CH2:27][C@H:28]([OH:31])[CH2:29][CH2:30]4)[CH:24]=3)=[CH:7][N:8]2[S:11]([C:14]2[CH:15]=[CH:16][CH:17]=[CH:18][CH:19]=2)(=[O:13])=[O:12])=[CH:4][CH:3]=1. (4) Given the reactants [C:1]([N:9]1[CH2:26][CH2:25][C:13]2[N:14]3[C:23]4[C:18](=[CH:19][CH:20]=[CH:21][C:22]=4[C:12]=2[CH2:11][CH2:10]1)[C:17](=[O:24])[CH2:16][CH2:15]3)(=[O:8])[C:2]1[CH:7]=[CH:6][CH:5]=[CH:4][CH:3]=1.[BH4-].[Na+], predict the reaction product. The product is: [C:1]([N:9]1[CH2:26][CH2:25][CH:13]2[N:14]3[C:23]4[C:18](=[CH:19][CH:20]=[CH:21][C:22]=4[CH:12]2[CH2:11][CH2:10]1)[CH:17]([OH:24])[CH2:16][CH2:15]3)(=[O:8])[C:2]1[CH:7]=[CH:6][CH:5]=[CH:4][CH:3]=1. (5) Given the reactants [NH2:1][C@H:2]([C:10]([OH:12])=[O:11])[CH2:3][CH2:4][CH2:5][NH:6][C:7](=[NH:9])[NH2:8].[CH2:13]([O:15][C@@H:16]([CH2:20][C:21]1[CH:26]=[CH:25][C:24]([O:27][CH2:28][CH2:29][N:30]2[C:43]3[CH:42]=[CH:41][CH:40]=[CH:39][C:38]=3[O:37][C:36]3[C:31]2=[CH:32][CH:33]=[CH:34][CH:35]=3)=[CH:23][CH:22]=1)[C:17]([OH:19])=[O:18])[CH3:14], predict the reaction product. The product is: [NH2:1][C@H:2]([C:10]([OH:12])=[O:11])[CH2:3][CH2:4][CH2:5][NH:6][C:7](=[NH:8])[NH2:9].[CH2:13]([O:15][C@@H:16]([CH2:20][C:21]1[CH:22]=[CH:23][C:24]([O:27][CH2:28][CH2:29][N:30]2[C:43]3[CH:42]=[CH:41][CH:40]=[CH:39][C:38]=3[O:37][C:36]3[C:31]2=[CH:32][CH:33]=[CH:34][CH:35]=3)=[CH:25][CH:26]=1)[C:17]([O-:19])=[O:18])[CH3:14].